Dataset: Full USPTO retrosynthesis dataset with 1.9M reactions from patents (1976-2016). Task: Predict the reactants needed to synthesize the given product. Given the product [CH3:1][O:2][C:3](=[O:33])[CH2:4][CH2:5][CH2:6][CH2:7][CH2:8][O:9][C:10]1[C:31]([O:32][CH3:34])=[CH:30][C:13]2[N:14]([C:23]3[CH:24]=[CH:25][C:26]([CH3:29])=[CH:27][CH:28]=3)[C:15]([C:17]3[CH:22]=[CH:21][CH:20]=[CH:19][CH:18]=3)=[N:16][C:12]=2[CH:11]=1, predict the reactants needed to synthesize it. The reactants are: [CH3:1][O:2][C:3](=[O:33])[CH2:4][CH2:5][CH2:6][CH2:7][CH2:8][O:9][C:10]1[C:31]([OH:32])=[CH:30][C:13]2[N:14]([C:23]3[CH:28]=[CH:27][C:26]([CH3:29])=[CH:25][CH:24]=3)[C:15]([C:17]3[CH:22]=[CH:21][CH:20]=[CH:19][CH:18]=3)=[N:16][C:12]=2[CH:11]=1.[CH3:34]I.